From a dataset of Forward reaction prediction with 1.9M reactions from USPTO patents (1976-2016). Predict the product of the given reaction. (1) Given the reactants CO[C:3](=[O:33])[N:4]=[C:5](SC)[C:6]([C:20]1[CH:25]=[C:24]([O:26][CH3:27])[C:23]([OH:28])=[C:22]([O:29][CH3:30])[CH:21]=1)=[N:7][C:8]1[CH:13]=[CH:12][C:11]([C:14]2[N:18]=C(C)O[N:15]=2)=[CH:10][CH:9]=1.Cl.[CH3:35][O:36][C:37]1[CH:42]=[CH:41][CH:40]=[CH:39][C:38]=1[NH:43][NH2:44].COC(=O)N=C(SC)C(C1C=[C:68]([O:70][CH3:71])[CH:67]=C(O)C=1)=NC1C=CC(C2N=C(C)ON=2)=CC=1.N(C1N=CC=CN=1)N, predict the reaction product. The product is: [C:24]([OH:26])(=[O:36])[CH3:25].[CH3:27][O:26][C:24]1[CH:25]=[C:20]([CH:6]([NH:7][C:8]2[CH:9]=[CH:10][C:11]([C:14]([NH2:18])=[NH:15])=[CH:12][CH:13]=2)[C:5]2[NH:4][C:3](=[O:33])[N:43]([C:38]3[CH:39]=[CH:40][CH:41]=[CH:42][C:37]=3[O:36][CH3:35])[N:44]=2)[CH:21]=[C:22]([O:29][CH3:30])[C:23]=1[O:28][CH2:67][CH2:68][O:70][CH3:71]. (2) Given the reactants [NH2:1][CH2:2][C@H:3]([NH:7][C:8]([O:10][C:11]([CH3:14])([CH3:13])[CH3:12])=[O:9])[C:4]([OH:6])=[O:5].F[C:16]1[CH:21]=[CH:20][CH:19]=[CH:18][C:17]=1[N+:22]([O-:24])=[O:23].C([O-])(O)=O.[Na+].O, predict the reaction product. The product is: [C:11]([O:10][C:8]([NH:7][C@@H:3]([CH2:2][NH:1][C:16]1[CH:21]=[CH:20][CH:19]=[CH:18][C:17]=1[N+:22]([O-:24])=[O:23])[C:4]([OH:6])=[O:5])=[O:9])([CH3:14])([CH3:13])[CH3:12]. (3) Given the reactants [C:1]([C:5]1[O:6][C:7]([CH2:15][C:16]2[C:21]([CH3:22])=[CH:20][C:19]([CH3:23])=[CH:18][C:17]=2[CH3:24])=[C:8]([C:10]([O:12]CC)=[O:11])[N:9]=1)([CH3:4])([CH3:3])[CH3:2].O[Li].O.C(O)(=O)CC(CC(O)=O)(C(O)=O)O, predict the reaction product. The product is: [C:1]([C:5]1[O:6][C:7]([CH2:15][C:16]2[C:21]([CH3:22])=[CH:20][C:19]([CH3:23])=[CH:18][C:17]=2[CH3:24])=[C:8]([C:10]([OH:12])=[O:11])[N:9]=1)([CH3:4])([CH3:3])[CH3:2]. (4) Given the reactants [F:1][C:2]([F:8])([F:7])[S:3]([O-:6])(=[O:5])=[O:4].[K+].CC(C)=O.C(OCC)C.[Br-].[O:20]=[C:21]([C:28]([CH3:31])([CH3:30])[CH3:29])[CH2:22][S+:23]1[CH2:27][CH2:26][CH2:25][CH2:24]1, predict the reaction product. The product is: [F:1][C:2]([F:8])([F:7])[S:3]([O-:6])(=[O:5])=[O:4].[O:20]=[C:21]([C:28]([CH3:31])([CH3:30])[CH3:29])[CH2:22][S+:23]1[CH2:27][CH2:26][CH2:25][CH2:24]1. (5) Given the reactants [O-:1][CH2:2][CH3:3].[Na+].[Cl:5][C:6]1[N:11]=[C:10](Cl)[C:9]([C:13]([NH:15][CH:16]2[CH:23]3[CH2:24][CH:19]4[CH2:20][C:21]([OH:26])([CH2:25][CH:17]2[CH2:18]4)[CH2:22]3)=[O:14])=[CH:8][N:7]=1, predict the reaction product. The product is: [Cl:5][C:6]1[N:11]=[C:10]([O:1][CH2:2][CH3:3])[C:9]([C:13]([NH:15][CH:16]2[CH:23]3[CH2:24][CH:19]4[CH2:20][C:21]([OH:26])([CH2:25][CH:17]2[CH2:18]4)[CH2:22]3)=[O:14])=[CH:8][N:7]=1. (6) Given the reactants Cl[C:2]1[CH:3]=[CH:4][C:5]2[NH:6][C:7]([CH3:21])([CH3:20])[N:8]3[C:16]4[CH:15]=[CH:14][CH:13]=[C:12]([F:17])[C:11]=4[CH:10]=[C:9]3[C:18]=2[N:19]=1.[F:22][C:23]1[CH:28]=[CH:27][C:26]([C:29]2[O:30][C:31]3[CH:41]=[C:40]([N:42]([CH3:47])[S:43]([CH3:46])(=[O:45])=[O:44])[C:39](B4OC(C)(C)C(C)(C)O4)=[CH:38][C:32]=3[C:33]=2[C:34]([NH:36][CH3:37])=[O:35])=[CH:25][CH:24]=1.C([O-])([O-])=O.[Cs+].[Cs+], predict the reaction product. The product is: [F:17][C:12]1[C:11]2[CH:10]=[C:9]3[C:18]4[N:19]=[C:2]([C:39]5[C:40]([N:42]([CH3:47])[S:43]([CH3:46])(=[O:45])=[O:44])=[CH:41][C:31]6[O:30][C:29]([C:26]7[CH:27]=[CH:28][C:23]([F:22])=[CH:24][CH:25]=7)=[C:33]([C:34]([NH:36][CH3:37])=[O:35])[C:32]=6[CH:38]=5)[CH:3]=[CH:4][C:5]=4[NH:6][C:7]([CH3:21])([CH3:20])[N:8]3[C:16]=2[CH:15]=[CH:14][CH:13]=1. (7) The product is: [Br:1][C:2]1[C:3](=[O:19])[N:4]([CH2:29][C:21]2[CH:26]=[N:25][CH:24]=[CH:23][N:22]=2)[C:5]([CH3:18])=[CH:6][C:7]=1[O:8][CH2:9][C:10]1[CH:15]=[CH:14][C:13]([F:16])=[CH:12][C:11]=1[F:17]. Given the reactants [Br:1][C:2]1[C:3](=[O:19])[NH:4][C:5]([CH3:18])=[CH:6][C:7]=1[O:8][CH2:9][C:10]1[CH:15]=[CH:14][C:13]([F:16])=[CH:12][C:11]=1[F:17].Cl[C:21]1[CH:26]=[N:25][CH:24]=[CH:23][N:22]=1.[H-].[Na+].[C:29](O)(=O)C, predict the reaction product. (8) Given the reactants [CH2:1]([O:3][C:4]([C:6]1[CH2:12][CH2:11][N:10]([S:13]([C:16]2[CH:22]=[CH:21][C:19]([CH3:20])=[CH:18][CH:17]=2)(=[O:15])=[O:14])[C:9]2[CH:23]=[CH:24][CH:25]=[CH:26][C:8]=2[CH:7]=1)=[O:5])[CH3:2], predict the reaction product. The product is: [CH2:1]([O:3][C:4]([CH:6]1[CH2:12][CH2:11][N:10]([S:13]([C:16]2[CH:17]=[CH:18][C:19]([CH3:20])=[CH:21][CH:22]=2)(=[O:15])=[O:14])[C:9]2[CH:23]=[CH:24][CH:25]=[CH:26][C:8]=2[CH2:7]1)=[O:5])[CH3:2]. (9) The product is: [CH2:1]([O:3][C:4]([CH:6]1[CH2:11][N:10]([S:34]([C:30]2[CH:31]=[CH:32][CH:33]=[C:28]([O:27][CH3:26])[CH:29]=2)(=[O:36])=[O:35])[CH2:9][CH2:8][N:7]1[CH2:12][C:13]1[CH:18]=[CH:17][CH:16]=[CH:15][CH:14]=1)=[O:5])[CH3:2]. Given the reactants [CH2:1]([O:3][C:4]([CH:6]1[CH2:11][NH:10][CH2:9][CH2:8][N:7]1[CH2:12][C:13]1[CH:18]=[CH:17][CH:16]=[CH:15][CH:14]=1)=[O:5])[CH3:2].C(N(CC)CC)C.[CH3:26][O:27][C:28]1[CH:29]=[C:30]([S:34](Cl)(=[O:36])=[O:35])[CH:31]=[CH:32][CH:33]=1.O, predict the reaction product.